Dataset: Full USPTO retrosynthesis dataset with 1.9M reactions from patents (1976-2016). Task: Predict the reactants needed to synthesize the given product. (1) Given the product [CH3:7][O:8][C:9]1[C:10]([N+:19]([O-:21])=[O:20])=[C:11]([CH:14]=[CH:15][C:16]=1[O:17][CH3:18])[C:12]([OH:2])=[O:13], predict the reactants needed to synthesize it. The reactants are: [Mn]([O-])(=O)(=O)=[O:2].[K+].[CH3:7][O:8][C:9]1[C:10]([N+:19]([O-:21])=[O:20])=[C:11]([CH:14]=[CH:15][C:16]=1[O:17][CH3:18])[CH:12]=[O:13]. (2) Given the product [N:18]1([CH2:23][CH2:24][NH:25][C:26]([C:28]2[C:32]([CH3:33])=[C:31]([CH:34]=[C:10]3[C:9]4[C:13](=[CH:14][CH:15]=[CH:16][C:8]=4[C:5]4[CH:4]=[CH:3][C:2]([F:1])=[CH:7][CH:6]=4)[NH:12][C:11]3=[O:17])[NH:30][C:29]=2[CH3:36])=[O:27])[CH2:22][CH2:21][CH2:20][CH2:19]1, predict the reactants needed to synthesize it. The reactants are: [F:1][C:2]1[CH:7]=[CH:6][C:5]([C:8]2[CH:16]=[CH:15][CH:14]=[C:13]3[C:9]=2[CH2:10][C:11](=[O:17])[NH:12]3)=[CH:4][CH:3]=1.[N:18]1([CH2:23][CH2:24][NH:25][C:26]([C:28]2[C:32]([CH3:33])=[C:31]([CH:34]=O)[NH:30][C:29]=2[CH3:36])=[O:27])[CH2:22][CH2:21][CH2:20][CH2:19]1. (3) Given the product [NH2:1][C:2]1[CH:3]=[C:4]([CH:9]=[CH:10][C:11]=1[S:12]([CH3:13])=[O:22])[CH2:5][N:6]([CH3:8])[CH3:7].[NH2:1][C:2]1[CH:3]=[C:4]([CH:9]=[CH:10][C:11]=1[S:25]([CH3:15])(=[O:28])=[O:26])[CH2:5][N:6]([CH3:8])[CH3:7], predict the reactants needed to synthesize it. The reactants are: [NH2:1][C:2]1[CH:3]=[C:4]([CH:9]=[CH:10][C:11]=1[S:12][CH3:13])[CH2:5][N:6]([CH3:8])[CH3:7].Cl[C:15]1C=CC=C(C(OO)=[O:22])C=1.[S:25]([O-:28])([O-])=[O:26].[Na+].[Na+].